Dataset: Reaction yield outcomes from USPTO patents with 853,638 reactions. Task: Predict the reaction yield, written as a fraction of the theoretical maximum amount of product (1.0 means a 100% yield; for example, 0.34 means a 34% yield). (1) The reactants are [NH2:1][C:2](=[O:32])[C@H:3]([NH:8][C:9]1[CH:18]=[C:17]([C:19]#[N:20])[C:12]([C:13]([O:15]C)=O)=[C:11]([NH:21][C:22]2[CH:27]=[CH:26][CH:25]=[C:24]([S:28]([CH3:31])(=[O:30])=[O:29])[CH:23]=2)[N:10]=1)[CH2:4][CH:5]([CH3:7])[CH3:6]. The catalyst is CO.CC(O)=O.[OH-].[OH-].[Pd+2]. The product is [CH3:6][CH:5]([CH3:7])[CH2:4][C@@H:3]([NH:8][C:9]1[N:10]=[C:11]([NH:21][C:22]2[CH:27]=[CH:26][CH:25]=[C:24]([S:28]([CH3:31])(=[O:29])=[O:30])[CH:23]=2)[C:12]2[C:13](=[O:15])[NH:20][CH2:19][C:17]=2[CH:18]=1)[C:2]([NH2:1])=[O:32]. The yield is 0.270. (2) The yield is 0.740. The product is [CH:14]12[O:9][CH:15]1[CH2:16][N:12]([C:17]([O:19][C:20]([CH3:23])([CH3:22])[CH3:21])=[O:18])[CH2:13]2. The reactants are C1C=C(Cl)C=C(C(OO)=[O:9])C=1.[N:12]1([C:17]([O:19][C:20]([CH3:23])([CH3:22])[CH3:21])=[O:18])[CH2:16][CH:15]=[CH:14][CH2:13]1. The catalyst is C(Cl)Cl. (3) The reactants are [C:1]([O:5][C:6]([NH:8][CH2:9][C:10]1([C:15](OC)=[O:16])[CH2:14][CH2:13][CH2:12][CH2:11]1)=[O:7])([CH3:4])([CH3:3])[CH3:2].[H-].C([Al+]CC(C)C)C(C)C.CCOCC. The catalyst is C1COCC1.C(Cl)Cl. The product is [OH:16][CH2:15][C:10]1([CH2:9][NH:8][C:6](=[O:7])[O:5][C:1]([CH3:3])([CH3:2])[CH3:4])[CH2:14][CH2:13][CH2:12][CH2:11]1. The yield is 0.770. (4) The reactants are [CH:1]1([CH:7]([C:9]2[O:10][C:11]3[CH:18]=[C:17]([F:19])[CH:16]=[CH:15][C:12]=3[C:13]=2[CH3:14])O)[CH2:6][CH2:5][CH2:4][CH2:3][CH2:2]1.S(Cl)([Cl:22])=O.C(=O)([O-])O.[Na+]. The catalyst is C1(C)C=CC=CC=1. The product is [Cl:22][CH:7]([CH:1]1[CH2:6][CH2:5][CH2:4][CH2:3][CH2:2]1)[C:9]1[O:10][C:11]2[CH:18]=[C:17]([F:19])[CH:16]=[CH:15][C:12]=2[C:13]=1[CH3:14]. The yield is 0.950. (5) The reactants are Br[C:2]1[CH:7]=[CH:6][C:5]([S:8]([NH:11][C:12]2[CH:17]=[CH:16][N:15]=[CH:14][N:13]=2)(=[O:10])=[O:9])=[CH:4][CH:3]=1.[CH3:18][C@H:19]1[CH2:24][NH:23][CH2:22][CH2:21][NH:20]1.C(P(C(C)(C)C)C1C=CC=CC=1C1C=CC=CC=1)(C)(C)C.O(C(C)(C)C)[Na]. The catalyst is C1C=CC(/C=C/C(/C=C/C2C=CC=CC=2)=O)=CC=1.C1C=CC(/C=C/C(/C=C/C2C=CC=CC=2)=O)=CC=1.C1C=CC(/C=C/C(/C=C/C2C=CC=CC=2)=O)=CC=1.[Pd].[Pd].C1(C)C=CC=CC=1. The product is [CH3:18][C@@H:19]1[NH:20][CH2:21][CH2:22][N:23]([C:2]2[CH:7]=[CH:6][C:5]([S:8]([NH:11][C:12]3[CH:17]=[CH:16][N:15]=[CH:14][N:13]=3)(=[O:10])=[O:9])=[CH:4][CH:3]=2)[CH2:24]1. The yield is 0.380.